From a dataset of Full USPTO retrosynthesis dataset with 1.9M reactions from patents (1976-2016). Predict the reactants needed to synthesize the given product. (1) Given the product [CH2:1]([C:5]1[N:10]=[C:9]([CH3:11])[N:8]([C:12]2[CH:17]=[CH:16][C:15]([O:18][C@H:50]3[CH2:51][CH2:52][C@H:47]([OH:46])[CH2:48][CH2:49]3)=[CH:14][CH:13]=2)[C:7](=[O:19])[C:6]=1[CH2:20][C:21]1[CH:26]=[CH:25][C:24]([C:27]2[CH:32]=[CH:31][CH:30]=[CH:29][C:28]=2[C:33]2[NH:37][C:36](=[O:38])[O:35][N:34]=2)=[CH:23][CH:22]=1)[CH2:2][CH2:3][CH3:4], predict the reactants needed to synthesize it. The reactants are: [CH2:1]([C:5]1[N:10]=[C:9]([CH3:11])[N:8]([C:12]2[CH:17]=[CH:16][C:15]([OH:18])=[CH:14][CH:13]=2)[C:7](=[O:19])[C:6]=1[CH2:20][C:21]1[CH:26]=[CH:25][C:24]([C:27]2[CH:32]=[CH:31][CH:30]=[CH:29][C:28]=2[C:33]2[NH:37][C:36](=[O:38])[O:35][N:34]=2)=[CH:23][CH:22]=1)[CH2:2][CH2:3][CH3:4].[Si]([O:46][CH:47]1[CH2:52][CH2:51][CH:50](O)[CH2:49][CH2:48]1)(C(C)(C)C)(C)C.C1(P(C2C=CC=CC=2)C2C=CC=CC=2)C=CC=CC=1.N(C(OC(C)C)=O)=NC(OC(C)C)=O. (2) The reactants are: [Cl:1][C:2]1[N:3]=[C:4](Cl)[C:5]2[CH2:10][CH2:9][CH:8]([C:11]3[CH:16]=[CH:15][C:14]([F:17])=[CH:13][CH:12]=3)[C:6]=2[N:7]=1.[CH2:19]([Sn](CCCC)(CCCC)C=C)[CH2:20]CC.[NH2:34][CH2:35][CH2:36][O:37][C:38]1[CH:45]=[C:44]([N+:46]([O-:48])=[O:47])[CH:43]=[CH:42][C:39]=1[C:40]#[N:41]. Given the product [Cl:1][C:2]1[N:3]=[C:4]([CH2:19][CH2:20][NH:34][CH2:35][CH2:36][O:37][C:38]2[CH:45]=[C:44]([N+:46]([O-:48])=[O:47])[CH:43]=[CH:42][C:39]=2[C:40]#[N:41])[C:5]2[CH2:10][CH2:9][CH:8]([C:11]3[CH:16]=[CH:15][C:14]([F:17])=[CH:13][CH:12]=3)[C:6]=2[N:7]=1, predict the reactants needed to synthesize it. (3) Given the product [CH2:1]([NH:5][C:6]1[CH:7]=[CH:8][C:9]2[N:10]([C:12]([C:15]3[CH:22]=[CH:21][C:18]([CH2:19][NH:32][C:28]([CH3:31])([CH3:30])[CH3:29])=[C:17]([F:23])[CH:16]=3)=[CH:13][N:14]=2)[N:11]=1)[CH2:2][CH2:3][CH3:4], predict the reactants needed to synthesize it. The reactants are: [CH2:1]([NH:5][C:6]1[CH:7]=[CH:8][C:9]2[N:10]([C:12]([C:15]3[CH:22]=[CH:21][C:18]([CH:19]=O)=[C:17]([F:23])[CH:16]=3)=[CH:13][N:14]=2)[N:11]=1)[CH2:2][CH2:3][CH3:4].ClC(Cl)C.[C:28]([NH2:32])([CH3:31])([CH3:30])[CH3:29].C(O[BH-](OC(=O)C)OC(=O)C)(=O)C.[Na+]. (4) Given the product [F:1][C:2]1[CH:7]=[CH:6][C:5]([O:8][CH3:9])=[CH:4][C:3]=1[C:10]1[CH:15]=[CH:14][C:13]([O:16][CH2:17][C:18]2[CH:19]=[C:20]([CH2:24][CH2:25][CH:26]=[O:27])[CH:21]=[CH:22][CH:23]=2)=[CH:12][C:11]=1[CH2:28][C:29]([CH3:32])([CH3:31])[CH3:30], predict the reactants needed to synthesize it. The reactants are: [F:1][C:2]1[CH:7]=[CH:6][C:5]([O:8][CH3:9])=[CH:4][C:3]=1[C:10]1[CH:15]=[CH:14][C:13]([O:16][CH2:17][C:18]2[CH:19]=[C:20]([CH2:24][CH2:25][CH2:26][OH:27])[CH:21]=[CH:22][CH:23]=2)=[CH:12][C:11]=1[CH2:28][C:29]([CH3:32])([CH3:31])[CH3:30].C(N(CC)CC)C.Cl. (5) Given the product [C:1]([C:3]1[CH:11]=[CH:10][C:6]([C:7]([Cl:23])=[O:8])=[CH:5][C:4]=1[N+:12]([O-:14])=[O:13])#[N:2], predict the reactants needed to synthesize it. The reactants are: [C:1]([C:3]1[CH:11]=[CH:10][C:6]([C:7](O)=[O:8])=[CH:5][C:4]=1[N+:12]([O-:14])=[O:13])#[N:2].CN(C=O)C.C(Cl)(=O)C([Cl:23])=O. (6) Given the product [Br:1][CH2:2][CH2:3][O:4][Si:9]([C:5]([CH3:8])([CH3:7])[CH3:6])([CH3:11])[CH3:10], predict the reactants needed to synthesize it. The reactants are: [Br:1][CH2:2][CH2:3][OH:4].[C:5]([Si:9](Cl)([CH3:11])[CH3:10])([CH3:8])([CH3:7])[CH3:6].N1C=CN=C1. (7) Given the product [CH3:1][O:2][C:3]1[CH:4]=[C:5]2[C:10](=[CH:11][CH:12]=1)[N:9]=[C:8]([NH:13][CH2:14][CH2:15][CH2:16][NH:17][CH2:27][CH2:26][CH:25]([C:23]1[O:24][C:20]([CH3:19])=[CH:21][CH:22]=1)[CH3:29])[CH:7]=[C:6]2[CH3:18], predict the reactants needed to synthesize it. The reactants are: [CH3:1][O:2][C:3]1[CH:4]=[C:5]2[C:10](=[CH:11][CH:12]=1)[N:9]=[C:8]([NH:13][CH2:14][CH2:15][CH2:16][NH2:17])[CH:7]=[C:6]2[CH3:18].[CH3:19][C:20]1[O:24][C:23]([CH:25]([CH3:29])[CH2:26][CH:27]=O)=[CH:22][CH:21]=1. (8) Given the product [F:1][C:2]1[CH:7]=[CH:6][C:5]([N:8]2[CH2:13][CH2:12][N:11]([S:14]([C:17]3[CH:22]=[CH:21][CH:20]=[C:19]([CH:23]4[CH2:28][CH2:27][NH:26][CH2:25][CH2:24]4)[CH:18]=3)(=[O:16])=[O:15])[C@H:10]([CH3:36])[CH2:9]2)=[C:4]([C:37]([F:40])([F:38])[F:39])[CH:3]=1, predict the reactants needed to synthesize it. The reactants are: [F:1][C:2]1[CH:7]=[CH:6][C:5]([N:8]2[CH2:13][CH2:12][N:11]([S:14]([C:17]3[CH:18]=[C:19]([CH:23]4[CH2:28][CH2:27][N:26](C(OC(C)(C)C)=O)[CH2:25][CH2:24]4)[CH:20]=[CH:21][CH:22]=3)(=[O:16])=[O:15])[C@H:10]([CH3:36])[CH2:9]2)=[C:4]([C:37]([F:40])([F:39])[F:38])[CH:3]=1.C(O)(C(F)(F)F)=O. (9) Given the product [F:4][C:5]1[CH:10]=[C:9]([CH2:11][OH:12])[CH:8]=[CH:7][C:6]=1[CH2:13][CH2:14][C:15]([O:17][CH2:18][CH3:19])=[O:16], predict the reactants needed to synthesize it. The reactants are: C(O)C.[F:4][C:5]1[CH:10]=[C:9]([CH2:11][OH:12])[CH:8]=[CH:7][C:6]=1/[CH:13]=[CH:14]/[C:15]([O:17][CH2:18][CH3:19])=[O:16].[BH4-].[Na+].C(O)(=O)CC(CC(O)=O)(C(O)=O)O.